Dataset: Reaction yield outcomes from USPTO patents with 853,638 reactions. Task: Predict the reaction yield, written as a fraction of the theoretical maximum amount of product (1.0 means a 100% yield; for example, 0.34 means a 34% yield). (1) The reactants are [I:1][C:2]1[CH:3]=[C:4]([CH:9]=[CH:10][C:11]=1[CH3:12])[C:5]([NH:7][NH2:8])=[O:6].[C:13](OCC)(OCC)(OCC)[CH3:14]. The catalyst is C(O)(=O)C. The product is [I:1][C:2]1[CH:3]=[C:4]([C:5]2[O:6][C:13]([CH3:14])=[N:8][N:7]=2)[CH:9]=[CH:10][C:11]=1[CH3:12]. The yield is 0.780. (2) The reactants are [Cl:1][C:2]1[CH:10]=[C:6]([C:7]([OH:9])=O)[C:5]([OH:11])=[CH:4][CH:3]=1.[Cl:12][C:13]1[CH:19]=[CH:18][C:17]([C:20]([F:23])([F:22])[F:21])=[CH:16][C:14]=1[NH2:15]. No catalyst specified. The product is [Cl:1][C:2]1[CH:3]=[CH:4][C:5]([OH:11])=[C:6]([CH:10]=1)[C:7]([NH:15][C:14]1[CH:16]=[C:17]([C:20]([F:21])([F:22])[F:23])[CH:18]=[CH:19][C:13]=1[Cl:12])=[O:9]. The yield is 0.491. (3) The reactants are [CH2:1]([O:8][C:9]([C:11]1[CH:12]=[C:13]([CH:22]=[CH:23][C:24]=1[OH:25])[CH:14]=[C:15]1[S:19][C:18](=[O:20])[NH:17][C:16]1=[O:21])=[O:10])[C:2]1[CH:7]=[CH:6][CH:5]=[CH:4][CH:3]=1.Br[CH2:27][C:28]1[CH:37]=[CH:36][C:31]([C:32]([O:34][CH3:35])=[O:33])=[CH:30][CH:29]=1.C(=O)([O-])[O-].[K+].[K+].CN(C)C=O. The catalyst is O. The product is [CH2:1]([O:8][C:9]([C:11]1[CH:12]=[C:13]([CH:22]=[CH:23][C:24]=1[OH:25])[CH:14]=[C:15]1[S:19][C:18](=[O:20])[N:17]([CH2:27][C:28]2[CH:29]=[CH:30][C:31]([C:32]([O:34][CH3:35])=[O:33])=[CH:36][CH:37]=2)[C:16]1=[O:21])=[O:10])[C:2]1[CH:3]=[CH:4][CH:5]=[CH:6][CH:7]=1. The yield is 0.725. (4) The reactants are [NH2:1][C:2]1[C:7]([F:8])=[C:6]([Cl:9])[N:5]=[C:4]([C:10]([OH:12])=[O:11])[CH:3]=1.S(Cl)(Cl)=O.[CH3:17]O. The catalyst is O. The product is [NH2:1][C:2]1[C:7]([F:8])=[C:6]([Cl:9])[N:5]=[C:4]([C:10]([O:12][CH3:17])=[O:11])[CH:3]=1. The yield is 0.860. (5) The reactants are C[Si]([N-][Si](C)(C)C)(C)C.[Na+].[F:11][C:12]1[CH:17]=[C:16]([CH3:18])[CH:15]=[CH:14][N:13]=1.[C:19](OCC)(=[O:26])[C:20]1[CH:25]=[CH:24][CH:23]=[CH:22][CH:21]=1.Cl.[OH-].[Na+]. The catalyst is C1COCC1. The product is [F:11][C:12]1[CH:17]=[C:16]([CH2:18][C:19]([C:20]2[CH:25]=[CH:24][CH:23]=[CH:22][CH:21]=2)=[O:26])[CH:15]=[CH:14][N:13]=1. The yield is 0.720. (6) The reactants are [NH2:1][C:2]1[N:10]=[CH:9][N:8]=[C:7]2[C:3]=1[N:4]([C:17]1[CH:22]=[CH:21][C:20]([O:23][C:24]3[CH:29]=[CH:28][CH:27]=[CH:26][CH:25]=3)=[CH:19][CH:18]=1)[C:5](=[O:16])[N:6]2[C@@H:11]1[CH2:15][CH2:14][NH:13][CH2:12]1.Cl.[CH:31]1([N:34]([CH3:41])[CH2:35][CH:36]=[CH:37][C:38](O)=[O:39])[CH2:33][CH2:32]1.CCN(C(C)C)C(C)C.CN(C(ON1N=NC2C=CC=CC1=2)=[N+](C)C)C.F[P-](F)(F)(F)(F)F. The catalyst is CN(C=O)C. The product is [NH2:1][C:2]1[N:10]=[CH:9][N:8]=[C:7]2[C:3]=1[N:4]([C:17]1[CH:18]=[CH:19][C:20]([O:23][C:24]3[CH:25]=[CH:26][CH:27]=[CH:28][CH:29]=3)=[CH:21][CH:22]=1)[C:5](=[O:16])[N:6]2[C@@H:11]1[CH2:15][CH2:14][N:13]([C:38](=[O:39])/[CH:37]=[CH:36]/[CH2:35][N:34]([CH:31]2[CH2:33][CH2:32]2)[CH3:41])[CH2:12]1. The yield is 0.177. (7) The reactants are [F:1][C:2]1([F:64])[CH2:7][CH2:6][CH:5]([C:8]2[C:17]3[C@@H:16]([O:18]CC4C=CC(OC)=CC=4)[CH2:15][C:14]([CH3:29])([CH3:28])[CH2:13][C:12]=3[N:11]=[C:10]([CH:30]3[CH2:35][CH2:34][N:33]([C:36]4[N:41]=[CH:40][C:39]([O:42][CH2:43][CH:44]5[CH2:49][O:48]C(C)(C)[O:46][CH2:45]5)=[CH:38][N:37]=4)[CH2:32][CH2:31]3)[C:9]=2[C@@H:52]([F:63])[C:53]2[CH:58]=[CH:57][C:56]([C:59]([F:62])([F:61])[F:60])=[CH:55][CH:54]=2)[CH2:4][CH2:3]1.Cl.C(=O)([O-])O.[Na+].[OH-].[Na+]. The catalyst is O1CCOCC1. The product is [F:64][C:2]1([F:1])[CH2:3][CH2:4][CH:5]([C:8]2[C:17]3[C@@H:16]([OH:18])[CH2:15][C:14]([CH3:28])([CH3:29])[CH2:13][C:12]=3[N:11]=[C:10]([CH:30]3[CH2:35][CH2:34][N:33]([C:36]4[N:41]=[CH:40][C:39]([O:42][CH2:43][CH:44]([CH2:49][OH:48])[CH2:45][OH:46])=[CH:38][N:37]=4)[CH2:32][CH2:31]3)[C:9]=2[C@@H:52]([F:63])[C:53]2[CH:58]=[CH:57][C:56]([C:59]([F:60])([F:62])[F:61])=[CH:55][CH:54]=2)[CH2:6][CH2:7]1. The yield is 0.830.